Dataset: Forward reaction prediction with 1.9M reactions from USPTO patents (1976-2016). Task: Predict the product of the given reaction. Given the reactants [CH3:1][N:2]([CH3:9])[CH2:3][CH2:4][O:5][CH2:6][CH2:7][OH:8].[CH2:10]([O:12][C:13](=[O:16])[CH2:14][Br:15])[CH3:11], predict the reaction product. The product is: [Br-:15].[CH2:10]([O:12][C:13](=[O:16])[CH2:14][N+:2]([CH2:3][CH2:4][O:5][CH2:6][CH2:7][OH:8])([CH3:9])[CH3:1])[CH3:11].